From a dataset of Full USPTO retrosynthesis dataset with 1.9M reactions from patents (1976-2016). Predict the reactants needed to synthesize the given product. (1) Given the product [N:1]1[CH:6]=[CH:5][N:4]=[C:3]2[NH:7][C:8]([C:10]3[C:18]4[C:13](=[CH:14][CH:15]=[CH:16][CH:17]=4)[N:12]([CH2:19][CH2:20][CH2:21][NH2:47])[CH:11]=3)=[CH:9][C:2]=12, predict the reactants needed to synthesize it. The reactants are: [N:1]1[CH:6]=[CH:5][N:4]=[C:3]2[NH:7][C:8]([C:10]3[C:18]4[C:13](=[CH:14][CH:15]=[CH:16][CH:17]=4)[N:12]([CH2:19][CH2:20][CH2:21]O)[CH:11]=3)=[CH:9][C:2]=12.C(Br)(Br)(Br)Br.C1(P(C2C=CC=CC=2)C2C=CC=CC=2)C=CC=CC=1.[NH3:47]. (2) Given the product [Br:1][C:2]1[CH:14]=[CH:13][C:12]2[C:11]3[C:6](=[CH:7][CH:8]=[CH:9][CH:10]=3)[C:5]([CH2:5][CH:4]([CH2:12][CH3:11])[CH2:3][CH2:2][CH2:14][CH3:13])([CH2:20][CH:19]([CH2:17][CH3:18])[CH2:22][CH2:23][CH2:24][CH3:25])[C:4]=2[CH:3]=1, predict the reactants needed to synthesize it. The reactants are: [Br:1][C:2]1[CH:14]=[CH:13][C:12]2[C:11]3[C:6](=[CH:7][CH:8]=[CH:9][CH:10]=3)[CH2:5][C:4]=2[CH:3]=1.[OH-].[K+].[CH2:17]([CH:19]([CH2:22][CH2:23][CH2:24][CH3:25])[CH2:20]Br)[CH3:18].[Cl-].[Na+]. (3) Given the product [OH:26][NH:27][C:1](=[NH:2])[C:3]1[CH:4]=[C:5]2[C:10](=[CH:11][CH:12]=1)[N:9]=[C:8]([N:13]1[CH2:17][CH2:16][CH:15]([NH:18][C:19](=[O:24])[C:20]([CH3:21])([CH3:22])[CH3:23])[CH2:14]1)[CH:7]=[CH:6]2, predict the reactants needed to synthesize it. The reactants are: [C:1]([C:3]1[CH:4]=[C:5]2[C:10](=[CH:11][CH:12]=1)[N:9]=[C:8]([N:13]1[CH2:17][CH2:16][CH:15]([NH:18][C:19](=[O:24])[C:20]([CH3:23])([CH3:22])[CH3:21])[CH2:14]1)[CH:7]=[CH:6]2)#[N:2].Cl.[OH:26][NH2:27].C(=O)([O-])[O-].[Na+].[Na+]. (4) Given the product [C:29]1([S:35]([C:7]2[CH:15]=[C:14]3[C:10]([C:11]([CH3:27])([CH3:26])[CH2:12][N:13]3[Si:16]([CH:23]([CH3:25])[CH3:24])([CH:20]([CH3:22])[CH3:21])[CH:17]([CH3:19])[CH3:18])=[CH:9][C:8]=2[F:28])(=[O:37])=[O:36])[CH:34]=[CH:33][CH:32]=[CH:31][CH:30]=1, predict the reactants needed to synthesize it. The reactants are: [Li]CCCC.Br[C:7]1[CH:15]=[C:14]2[C:10]([C:11]([CH3:27])([CH3:26])[CH2:12][N:13]2[Si:16]([CH:23]([CH3:25])[CH3:24])([CH:20]([CH3:22])[CH3:21])[CH:17]([CH3:19])[CH3:18])=[CH:9][C:8]=1[F:28].[C:29]1([S:35](F)(=[O:37])=[O:36])[CH:34]=[CH:33][CH:32]=[CH:31][CH:30]=1. (5) Given the product [Cl:1][C:2]1[C:3]([CH2:27][O:28][C:29](=[O:35])[CH2:30][CH2:31][C:32]([OH:34])=[O:33])=[CH:4][C:5]([CH2:8][N:9]2[C:13]([CH3:14])=[C:12]([C:15]3[CH:20]=[CH:19][C:18]([C:21]#[N:22])=[CH:17][CH:16]=3)[C:11]([C:23]#[N:24])=[C:10]2[CH2:25][CH3:26])=[CH:6][N:7]=1, predict the reactants needed to synthesize it. The reactants are: [Cl:1][C:2]1[N:7]=[CH:6][C:5]([CH2:8][N:9]2[C:13]([CH3:14])=[C:12]([C:15]3[CH:20]=[CH:19][C:18]([C:21]#[N:22])=[CH:17][CH:16]=3)[C:11]([C:23]#[N:24])=[C:10]2[CH2:25][CH3:26])=[CH:4][C:3]=1[CH2:27][OH:28].[C:29]1(=[O:35])[O:34][C:32](=[O:33])[CH2:31][CH2:30]1.C(O)(=O)CC(CC(O)=O)(C(O)=O)O. (6) Given the product [CH3:1][O:2][C:3]1[CH:29]=[C:28]([O:30][CH3:31])[CH:27]=[CH:26][C:4]=1[CH2:5][NH:6][S:7]([CH2:10][C:11]1[CH:12]=[CH:13][C:14]([CH2:17][CH2:18][N:20]2[CH2:25][CH2:24][O:23][CH2:22][CH2:21]2)=[CH:15][CH:16]=1)(=[O:9])=[O:8], predict the reactants needed to synthesize it. The reactants are: [CH3:1][O:2][C:3]1[CH:29]=[C:28]([O:30][CH3:31])[CH:27]=[CH:26][C:4]=1[CH2:5][NH:6][S:7]([CH2:10][C:11]1[CH:16]=[CH:15][C:14]([CH2:17][C:18]([N:20]2[CH2:25][CH2:24][O:23][CH2:22][CH2:21]2)=O)=[CH:13][CH:12]=1)(=[O:9])=[O:8].[H-].[Al+3].[Li+].[H-].[H-].[H-].O.[OH-].[Na+].